From a dataset of Blood-brain barrier permeability classification from the B3DB database. Regression/Classification. Given a drug SMILES string, predict its absorption, distribution, metabolism, or excretion properties. Task type varies by dataset: regression for continuous measurements (e.g., permeability, clearance, half-life) or binary classification for categorical outcomes (e.g., BBB penetration, CYP inhibition). Dataset: b3db_classification. (1) The drug is OCCN1CCN(CC/C=C2/c3ccccc3Sc3ccc(Cl)cc32)CC1. The result is 1 (penetrates BBB). (2) The compound is C[C@@H](O)[C@H]1C(=O)N2C(C(=O)O)=C(COC(N)=O)S[C@H]12. The result is 0 (does not penetrate BBB). (3) The compound is Clc1ccc(N2CCN(C/C=C/c3ccccc3)CC2)nn1. The result is 1 (penetrates BBB). (4) The drug is CC(=O)OCC(=O)C12OC(C)(C)OC1CC1C3CC(F)C4=CC(=O)C=CC4(C)C3(F)C(O)CC12C. The result is 1 (penetrates BBB).